From a dataset of Full USPTO retrosynthesis dataset with 1.9M reactions from patents (1976-2016). Predict the reactants needed to synthesize the given product. (1) Given the product [CH:1]1([CH:4]([C:8]2[CH:13]=[CH:12][CH:11]=[CH:10][CH:9]=2)[C:5]([NH:21][C:22]2[CH:23]=[C:24]3[C:28](=[CH:29][CH:30]=2)[NH:27][N:26]=[C:25]3[C:31]2[CH:32]=[CH:33][C:34]([N:37]3[CH2:38][CH2:39][CH:40]([OH:43])[CH2:41][CH2:42]3)=[CH:35][CH:36]=2)=[O:7])[CH2:2][CH2:3]1.[C:16]([OH:18])([C:15]([F:20])([F:19])[F:14])=[O:17], predict the reactants needed to synthesize it. The reactants are: [CH:1]1([CH:4]([C:8]2[CH:13]=[CH:12][CH:11]=[CH:10][CH:9]=2)[C:5]([OH:7])=O)[CH2:3][CH2:2]1.[F:14][C:15]([F:20])([F:19])[C:16]([OH:18])=[O:17].[NH2:21][C:22]1[CH:23]=[C:24]2[C:28](=[CH:29][CH:30]=1)[NH:27][N:26]=[C:25]2[C:31]1[CH:36]=[CH:35][C:34]([N:37]2[CH2:42][CH2:41][CH:40]([OH:43])[CH2:39][CH2:38]2)=[CH:33][CH:32]=1.CCN(C(C)C)C(C)C.CN(C(ON1N=NC2C=CC=CC1=2)=[N+](C)C)C.[B-](F)(F)(F)F. (2) Given the product [ClH:1].[NH2:27][CH2:26][CH:25]([NH:24][C:22](=[O:23])[CH2:21][N:10]1[C:11](=[O:20])[N:12]([CH2:13][C@H:14]([OH:19])[C:15]([F:18])([F:16])[F:17])[C:8]([C:5]2[CH:6]=[CH:7][C:2]([Cl:1])=[CH:3][CH:4]=2)=[N:9]1)[C:30]1[CH:35]=[CH:34][CH:33]=[C:32]([C:36]([F:38])([F:37])[F:39])[CH:31]=1, predict the reactants needed to synthesize it. The reactants are: [Cl:1][C:2]1[CH:7]=[CH:6][C:5]([C:8]2[N:12]([CH2:13][C@H:14]([OH:19])[C:15]([F:18])([F:17])[F:16])[C:11](=[O:20])[N:10]([CH2:21][C:22]([NH:24][CH:25]([C:30]3[CH:35]=[CH:34][CH:33]=[C:32]([C:36]([F:39])([F:38])[F:37])[CH:31]=3)[CH2:26][N+:27]([O-])=O)=[O:23])[N:9]=2)=[CH:4][CH:3]=1.[In].Cl. (3) Given the product [F:23][C:18]1[CH:17]=[CH:16][C:15]([N:10]2[CH2:11][CH2:12][N:8]([C:3]3[CH:4]=[N:5][CH:6]=[CH:7][C:2]=3[CH3:1])[C:9]2=[O:13])=[CH:22][C:19]=1[C:20]#[N:21], predict the reactants needed to synthesize it. The reactants are: [CH3:1][C:2]1[CH:7]=[CH:6][N:5]=[CH:4][C:3]=1[N:8]1[CH2:12][CH2:11][NH:10][C:9]1=[O:13].Br[C:15]1[CH:16]=[CH:17][C:18]([F:23])=[C:19]([CH:22]=1)[C:20]#[N:21].N[C@@H]1CCCC[C@H]1N.P([O-])([O-])([O-])=O.[K+].[K+].[K+]. (4) Given the product [CH2:9]1[C:8]2([CH2:12][NH:11][CH2:10]2)[CH2:7][CH:6]1[CH2:5][C:4]([O:3][CH2:1][CH3:2])=[O:23], predict the reactants needed to synthesize it. The reactants are: [CH2:1]([O:3][C:4](=[O:23])[CH:5]=[C:6]1[CH2:9][C:8]2([CH2:12][N:11](C(OCC3C=CC=CC=3)=O)[CH2:10]2)[CH2:7]1)[CH3:2]. (5) Given the product [F:24][C:12]1[CH:13]=[C:14]([CH3:23])[C:15]([S:17][CH2:18][C:19]([F:22])([F:21])[F:20])=[CH:16][C:11]=1[N:10]1[CH:4]=[CH:5][C:6](=[O:7])[NH:8][C:9]1=[O:25], predict the reactants needed to synthesize it. The reactants are: C(O/[CH:4]=[CH:5]/[C:6]([NH:8][C:9](=[O:25])[NH:10][C:11]1[CH:16]=[C:15]([S:17][CH2:18][C:19]([F:22])([F:21])[F:20])[C:14]([CH3:23])=[CH:13][C:12]=1[F:24])=[O:7])C.S(=O)(=O)(O)O.